From a dataset of Full USPTO retrosynthesis dataset with 1.9M reactions from patents (1976-2016). Predict the reactants needed to synthesize the given product. (1) Given the product [NH2:8][C@@H:9]1[CH2:10][CH2:11][C@H:12]([NH:15][C:16]2[CH:21]=[C:20]([N:22]([CH3:24])[CH3:23])[CH:19]=[CH:18][N:17]=2)[CH2:13][CH2:14]1, predict the reactants needed to synthesize it. The reactants are: C([NH:8][C@@H:9]1[CH2:14][CH2:13][C@H:12]([NH:15][C:16]2[N+:17]([O-])=[CH:18][CH:19]=[C:20]([N:22]([CH3:24])[CH3:23])[CH:21]=2)[CH2:11][CH2:10]1)C1C=CC=CC=1. (2) Given the product [Cl:1][C:2]1[CH:7]=[C:6]([Cl:8])[CH:5]=[CH:4][C:3]=1[C:9]1[C:29](=[O:30])[N:28]([CH3:31])[C:12]2[N:13]([CH:25]([F:26])[F:27])[C:14]3[C:19]([C:11]=2[CH:10]=1)=[CH:18][C:17]([C:20]1[CH:24]=[CH:23][N:22]([CH2:33][CH3:34])[N:21]=1)=[CH:16][CH:15]=3, predict the reactants needed to synthesize it. The reactants are: [Cl:1][C:2]1[CH:7]=[C:6]([Cl:8])[CH:5]=[CH:4][C:3]=1[C:9]1[C:29](=[O:30])[N:28]([CH3:31])[C:12]2[N:13]([CH:25]([F:27])[F:26])[C:14]3[C:19]([C:11]=2[CH:10]=1)=[CH:18][C:17]([C:20]1[CH:24]=[CH:23][NH:22][N:21]=1)=[CH:16][CH:15]=3.I[CH2:33][CH3:34]. (3) Given the product [Cl:17][C:18]1[CH:23]=[CH:22][C:21]([NH:24][C:25]([NH:14][C:13]2[CH:15]=[CH:16][C:10]([N:3]3[C:4]4[CH:5]=[N:6][CH:7]=[CH:8][C:9]=4[N:1]=[CH:2]3)=[CH:11][CH:12]=2)=[O:26])=[CH:20][C:19]=1[C:27]([F:28])([F:29])[F:30], predict the reactants needed to synthesize it. The reactants are: [N:1]1[C:9]2[CH:8]=[CH:7][N:6]=[CH:5][C:4]=2[N:3]([C:10]2[CH:16]=[CH:15][C:13]([NH2:14])=[CH:12][CH:11]=2)[CH:2]=1.[Cl:17][C:18]1[CH:23]=[CH:22][C:21]([N:24]=[C:25]=[O:26])=[CH:20][C:19]=1[C:27]([F:30])([F:29])[F:28].